This data is from Peptide-MHC class II binding affinity with 134,281 pairs from IEDB. The task is: Regression. Given a peptide amino acid sequence and an MHC pseudo amino acid sequence, predict their binding affinity value. This is MHC class II binding data. (1) The peptide sequence is FEAMYLGTCQTLTPM. The MHC is HLA-DQA10501-DQB10201 with pseudo-sequence HLA-DQA10501-DQB10201. The binding affinity (normalized) is 0.398. (2) The MHC is HLA-DPA10201-DPB10101 with pseudo-sequence HLA-DPA10201-DPB10101. The binding affinity (normalized) is 0.267. The peptide sequence is INLIIHYVDRPGALG. (3) The peptide sequence is ISSYFVGKMYFNL. The MHC is DRB5_0101 with pseudo-sequence DRB5_0101. The binding affinity (normalized) is 0.362. (4) The peptide sequence is GINTIPIAINEAEYV. The MHC is HLA-DPA10301-DPB10402 with pseudo-sequence HLA-DPA10301-DPB10402. The binding affinity (normalized) is 0.366. (5) The peptide sequence is MVTMLSPMLHHWIKV. The MHC is HLA-DQA10201-DQB10402 with pseudo-sequence HLA-DQA10201-DQB10402. The binding affinity (normalized) is 0.566. (6) The peptide sequence is KISVQYNLSHSYAVD. The MHC is DRB5_0101 with pseudo-sequence DRB5_0101. The binding affinity (normalized) is 0.637.